This data is from Catalyst prediction with 721,799 reactions and 888 catalyst types from USPTO. The task is: Predict which catalyst facilitates the given reaction. Reactant: Cl[SiH:2]1[N:6]([C:7]([CH3:10])([CH3:9])[CH3:8])[CH:5]=[CH:4][N:3]1[C:11]([CH3:14])([CH3:13])[CH3:12].[CH2:15]([NH2:18])[CH2:16][CH3:17]. Product: [C:11]([N:3]1[CH:4]=[CH:5][N:6]([C:7]([CH3:10])([CH3:9])[CH3:8])[SiH:2]1[NH:18][CH2:15][CH2:16][CH3:17])([CH3:14])([CH3:13])[CH3:12]. The catalyst class is: 81.